This data is from Full USPTO retrosynthesis dataset with 1.9M reactions from patents (1976-2016). The task is: Predict the reactants needed to synthesize the given product. (1) Given the product [C:16]([O:20][C:21]([NH:23][CH:24]1[CH2:29][CH2:28][CH2:27][N:26]([S:12]([C:10]2[C:11]3[C:2]([F:1])=[CH:3][N:4]=[CH:5][C:6]=3[CH:7]=[CH:8][CH:9]=2)(=[O:14])=[O:13])[CH2:25]1)=[O:22])([CH3:19])([CH3:17])[CH3:18].[NH2:23][CH:24]1[CH2:29][CH2:28][CH2:27][N:26]([S:12]([C:10]2[C:11]3[C:2]([F:1])=[CH:3][N:4]=[CH:5][C:6]=3[CH:7]=[CH:8][CH:9]=2)(=[O:14])=[O:13])[CH2:25]1.[ClH:15], predict the reactants needed to synthesize it. The reactants are: [F:1][C:2]1[C:11]2[C:10]([S:12]([Cl:15])(=[O:14])=[O:13])=[CH:9][CH:8]=[CH:7][C:6]=2[CH:5]=[N:4][CH:3]=1.[C:16]([O:20][C:21]([NH:23][CH:24]1[CH2:29][CH2:28][CH2:27][NH:26][CH2:25]1)=[O:22])([CH3:19])([CH3:18])[CH3:17]. (2) Given the product [CH:1]12[CH:9]([C:10]3[CH:23]=[CH:22][C:13]([O:14][CH2:15][C@H:16]4[O:20][C:19]5=[N:21][C:27](=[O:26])[CH:28]=[C:29]([CH2:30][CH2:31][CH2:32][CH3:33])[N:18]5[CH2:17]4)=[CH:12][CH:11]=3)[CH:5]([CH2:4][CH2:3][CH2:2]1)[CH2:6][CH2:7][CH2:8]2, predict the reactants needed to synthesize it. The reactants are: [CH:1]12[CH:9]([C:10]3[CH:23]=[CH:22][C:13]([O:14][CH2:15][C@H:16]4[O:20][C:19]([NH2:21])=[N:18][CH2:17]4)=[CH:12][CH:11]=3)[CH:5]([CH2:6][CH2:7][CH2:8]1)[CH2:4][CH2:3][CH2:2]2.C([O:26][C:27](=O)[C:28]#[C:29][CH2:30][CH2:31][CH2:32][CH3:33])C. (3) Given the product [N:6]1[C:5]2[CH:7]=[CH:8][CH:9]=[CH:10][C:4]=2[NH:3][C:2]=1[NH:11][C:12]1[CH:19]=[CH:18][CH:17]=[C:14]([C:15]#[N:16])[CH:13]=1, predict the reactants needed to synthesize it. The reactants are: Cl[C:2]1[NH:3][C:4]2[CH:10]=[CH:9][CH:8]=[CH:7][C:5]=2[N:6]=1.[NH2:11][C:12]1[CH:13]=[C:14]([CH:17]=[CH:18][CH:19]=1)[C:15]#[N:16]. (4) Given the product [O:1]=[C:2]1[NH:7][C:6]([C:8]([O:10][CH3:16])=[O:9])=[CH:5][CH:4]=[CH:3]1, predict the reactants needed to synthesize it. The reactants are: [O:1]=[C:2]1[NH:7][C:6]([C:8]([OH:10])=[O:9])=[CH:5][CH:4]=[CH:3]1.OS(O)(=O)=O.[CH3:16]O. (5) Given the product [C:1]([O:5][C:6](=[O:20])[C:7]([CH3:8])([S:9][C:10]1[CH:11]=[CH:12][C:13]([C:14]([O:16][CH2:22][C:23]2[N:27]([CH2:28][CH2:29][CH3:30])[C:26](=[O:31])[N:25]([CH2:32][C:33]3[CH:38]=[CH:37][C:36]([S:39][C:40]([F:41])([F:42])[F:43])=[CH:35][CH:34]=3)[N:24]=2)=[O:15])=[CH:17][CH:18]=1)[CH3:19])([CH3:2])([CH3:3])[CH3:4], predict the reactants needed to synthesize it. The reactants are: [C:1]([O:5][C:6](=[O:20])[C:7]([CH3:19])([S:9][C:10]1[CH:18]=[CH:17][C:13]([C:14]([OH:16])=[O:15])=[CH:12][CH:11]=1)[CH3:8])([CH3:4])([CH3:3])[CH3:2].O[CH2:22][C:23]1[N:27]([CH2:28][CH2:29][CH3:30])[C:26](=[O:31])[N:25]([CH2:32][C:33]2[CH:38]=[CH:37][C:36]([S:39][C:40]([F:43])([F:42])[F:41])=[CH:35][CH:34]=2)[N:24]=1.C1(N=C=NC2CCCCC2)CCCCC1.